This data is from Peptide-MHC class II binding affinity with 134,281 pairs from IEDB. The task is: Regression. Given a peptide amino acid sequence and an MHC pseudo amino acid sequence, predict their binding affinity value. This is MHC class II binding data. The peptide sequence is SSMVEAMVSRARIDA. The MHC is DRB1_1501 with pseudo-sequence DRB1_1501. The binding affinity (normalized) is 0.0704.